Dataset: Full USPTO retrosynthesis dataset with 1.9M reactions from patents (1976-2016). Task: Predict the reactants needed to synthesize the given product. (1) Given the product [Br:1][C:2]1[CH:11]=[C:10]2[C:5]([CH2:6][CH2:7][CH:8]([CH2:13][CH:14]3[CH2:19][CH2:18][N:17]([CH2:33][CH:32]([F:35])[F:31])[CH2:16][CH2:15]3)[C:9]2=[O:12])=[CH:4][CH:3]=1, predict the reactants needed to synthesize it. The reactants are: [Br:1][C:2]1[CH:11]=[C:10]2[C:5]([CH2:6][CH2:7][CH:8]([CH2:13][CH:14]3[CH2:19][CH2:18][NH:17][CH2:16][CH2:15]3)[C:9]2=[O:12])=[CH:4][CH:3]=1.CN(C=O)C.C(=O)([O-])[O-].[K+].[K+].[F:31][CH:32]([F:35])[CH2:33]I. (2) Given the product [Br:17][C:14]1[CH:15]=[CH:16][C:11]([C:10]2[N:6]([CH2:5][CH2:4][CH2:3][NH:2][C:32](=[O:34])[CH3:33])[C:7](=[N:18][C:19]3[CH:24]=[CH:23][CH:22]=[CH:21][CH:20]=3)[S:8][CH:9]=2)=[CH:12][CH:13]=1, predict the reactants needed to synthesize it. The reactants are: Cl.[NH2:2][CH2:3][CH2:4][CH2:5][N:6]1[C:10]([C:11]2[CH:16]=[CH:15][C:14]([Br:17])=[CH:13][CH:12]=2)=[CH:9][S:8][C:7]1=[N:18][C:19]1[CH:24]=[CH:23][CH:22]=[CH:21][CH:20]=1.C(N(CC)CC)C.[C:32](OC(=O)C)(=[O:34])[CH3:33].C(=O)([O-])O.[Na+]. (3) Given the product [F:1][C:2]([F:12])([C:3]1[CH:4]=[C:5]([NH2:6])[N:20]([C:14]2[CH:19]=[CH:18][CH:17]=[CH:16][CH:15]=2)[N:21]=1)[C:8]([F:9])([F:11])[F:10], predict the reactants needed to synthesize it. The reactants are: [F:1][C:2]([F:12])([C:8]([F:11])([F:10])[F:9])[C:3](=O)[CH2:4][C:5]#[N:6].Cl.[C:14]1([NH:20][NH2:21])[CH:19]=[CH:18][CH:17]=[CH:16][CH:15]=1. (4) Given the product [CH2:13]([O:12][CH2:8][CH:9]([CH2:10][O:1][CH2:2][CH3:3])[OH:11])[CH2:14][CH2:15][CH2:16][CH2:17][CH2:18][CH2:19][CH2:20][CH2:21][CH2:22][CH2:23][CH2:24][CH2:25][CH3:26], predict the reactants needed to synthesize it. The reactants are: [O-:1][CH2:2][CH3:3].[Na+].C(O)C.[CH2:8]([O:12][CH2:13][CH2:14][CH2:15][CH2:16][CH2:17][CH2:18][CH2:19][CH2:20][CH2:21][CH2:22][CH2:23][CH2:24][CH2:25][CH3:26])[CH:9]1[O:11][CH2:10]1. (5) Given the product [F:19][C:20]1[N:21]=[CH:22][C:23]([C:2]2[C:11]3[CH2:10][CH2:9][N:8]4[C:12](=[O:18])[CH2:13][NH:14][C:15](=[O:17])[CH2:16][CH:7]4[C:6]=3[N:5]=[CH:4][CH:3]=2)=[CH:24][CH:25]=1, predict the reactants needed to synthesize it. The reactants are: Cl[C:2]1[C:11]2[CH2:10][CH2:9][N:8]3[C:12](=[O:18])[CH2:13][NH:14][C:15](=[O:17])[CH2:16][CH:7]3[C:6]=2[N:5]=[CH:4][CH:3]=1.[F:19][C:20]1[CH:25]=[CH:24][C:23]([Sn](CCCC)(CCCC)CCCC)=[CH:22][N:21]=1.O1CCOCC1. (6) Given the product [CH3:18][O:19][C:20](=[O:41])[CH:21]=[CH:12][C:11]1[C:6]([CH2:5][CH2:4][CH2:3][O:2][CH3:1])=[N:7][C:8]([C:14]([F:17])([F:16])[F:15])=[CH:9][CH:10]=1, predict the reactants needed to synthesize it. The reactants are: [CH3:1][O:2][CH2:3][CH2:4][CH2:5][C:6]1[C:11]([CH:12]=O)=[CH:10][CH:9]=[C:8]([C:14]([F:17])([F:16])[F:15])[N:7]=1.[CH3:18][O:19][C:20](=[O:41])[CH:21]=P(C1C=CC=CC=1)(C1C=CC=CC=1)C1C=CC=CC=1. (7) Given the product [CH:32]1([S:35]([N:9]2[C:10]3[C:2]([F:1])=[CH:3][C:4]([F:21])=[C:5]([F:20])[C:6]=3[N:7]([C:12]3[CH:17]=[CH:16][C:15]([I:18])=[CH:14][C:13]=3[F:19])[C:8]2=[O:11])(=[O:37])=[O:36])[CH2:34][CH2:33]1, predict the reactants needed to synthesize it. The reactants are: [F:1][C:2]1[C:10]2[NH:9][C:8](=[O:11])[N:7]([C:12]3[CH:17]=[CH:16][C:15]([I:18])=[CH:14][C:13]=3[F:19])[C:6]=2[C:5]([F:20])=[C:4]([F:21])[CH:3]=1.[Li+].C[Si]([N-][Si](C)(C)C)(C)C.[CH:32]1([S:35](Cl)(=[O:37])=[O:36])[CH2:34][CH2:33]1.